From a dataset of Peptide-MHC class II binding affinity with 134,281 pairs from IEDB. Regression. Given a peptide amino acid sequence and an MHC pseudo amino acid sequence, predict their binding affinity value. This is MHC class II binding data. The peptide sequence is GILQAYDLRDAPETP. The MHC is HLA-DQA10401-DQB10402 with pseudo-sequence HLA-DQA10401-DQB10402. The binding affinity (normalized) is 0.350.